This data is from Retrosynthesis with 50K atom-mapped reactions and 10 reaction types from USPTO. The task is: Predict the reactants needed to synthesize the given product. (1) Given the product Nc1ncc(-c2ccccc2F)cn1, predict the reactants needed to synthesize it. The reactants are: Nc1ncc(Br)cn1.OB(O)c1ccccc1F. (2) Given the product CCN(CC)CCOC(=O)CCc1cc(S(C)(=O)=O)cc(-c2nc(=O)c3ccc(Cl)cc3s2)n1, predict the reactants needed to synthesize it. The reactants are: CCN(CC)CCO.CS(=O)(=O)c1cc(CCC(=O)O)nc(-c2nc(=O)c3ccc(Cl)cc3s2)c1. (3) Given the product CC(C)(C)OC(=O)N1CCN(Cc2ccc(Cl)cc2)CC1, predict the reactants needed to synthesize it. The reactants are: CC(C)(C)OC(=O)N1CCNCC1.ClCc1ccc(Cl)cc1.